Dataset: Full USPTO retrosynthesis dataset with 1.9M reactions from patents (1976-2016). Task: Predict the reactants needed to synthesize the given product. Given the product [CH:14]1([C:11]2[CH:12]=[CH:13][C:8]([C:5]3[N:6]=[CH:7][C:2]([NH2:1])=[N:3][CH:4]=3)=[C:9]([F:19])[C:10]=2[O:18][CH2:21][C:22]2[C:27]([F:28])=[CH:26][CH:25]=[CH:24][C:23]=2[F:29])[CH2:15][CH2:16][CH2:17]1, predict the reactants needed to synthesize it. The reactants are: [NH2:1][C:2]1[N:3]=[CH:4][C:5]([C:8]2[C:9]([F:19])=[C:10]([OH:18])[C:11]([CH:14]3[CH2:17][CH2:16][CH2:15]3)=[CH:12][CH:13]=2)=[N:6][CH:7]=1.Br[CH2:21][C:22]1[C:27]([F:28])=[CH:26][CH:25]=[CH:24][C:23]=1[F:29].